This data is from Forward reaction prediction with 1.9M reactions from USPTO patents (1976-2016). The task is: Predict the product of the given reaction. (1) Given the reactants Cl[CH2:2][C:3]([C:5]1[N:6]=[N:7][N:8]([C:11]2[CH:16]=[CH:15][C:14]([F:17])=[CH:13][CH:12]=2)[C:9]=1[CH3:10])=[O:4].[NH:18]1[CH2:22][CH2:21][CH2:20][CH2:19]1, predict the reaction product. The product is: [F:17][C:14]1[CH:15]=[CH:16][C:11]([N:8]2[C:9]([CH3:10])=[C:5]([C:3](=[O:4])[CH2:2][N:18]3[CH2:22][CH2:21][CH2:20][CH2:19]3)[N:6]=[N:7]2)=[CH:12][CH:13]=1. (2) Given the reactants [CH2:1]([C@H:8]1[N:13]([C:14]([C:16]2[S:17][CH:18]=[CH:19][C:20]=2Br)=[O:15])[CH2:12][CH2:11][N:10]([C:22]([O:24][C:25]([CH3:28])([CH3:27])[CH3:26])=[O:23])[CH2:9]1)[C:2]1[CH:7]=[CH:6][CH:5]=[CH:4][CH:3]=1.[OH:29][C:30]1[CH:35]=[CH:34][CH:33]=[CH:32][C:31]=1B(O)O.O, predict the reaction product. The product is: [CH2:1]([C@H:8]1[N:13]([C:14]([C:16]2[S:17][CH:18]=[CH:19][C:20]=2[C:31]2[CH:32]=[CH:33][CH:34]=[CH:35][C:30]=2[OH:29])=[O:15])[CH2:12][CH2:11][N:10]([C:22]([O:24][C:25]([CH3:28])([CH3:27])[CH3:26])=[O:23])[CH2:9]1)[C:2]1[CH:7]=[CH:6][CH:5]=[CH:4][CH:3]=1. (3) Given the reactants [NH2:1][C:2]1[CH:9]=[CH:8][CH:7]=[CH:6][C:3]=1[CH2:4][OH:5].[C:10](O[C:10]([O:12][C:13]([CH3:16])([CH3:15])[CH3:14])=[O:11])([O:12][C:13]([CH3:16])([CH3:15])[CH3:14])=[O:11], predict the reaction product. The product is: [C:10]([NH:1][C:2]1[CH:9]=[CH:8][CH:7]=[CH:6][C:3]=1[CH2:4][OH:5])([O:12][C:13]([CH3:16])([CH3:15])[CH3:14])=[O:11]. (4) Given the reactants [CH2:1]([O:8][C@H:9]1[C@H:14]([O:15][CH2:16][C:17]2[CH:22]=[CH:21][CH:20]=[CH:19][CH:18]=2)[C@@H:13]([CH2:23][O:24][CH2:25][C:26]2[CH:31]=[CH:30][CH:29]=[CH:28][CH:27]=2)[O:12][C@@H:11]([O:32][C@H:33]2[C@@H:42]([O:43][CH2:44][C:45]3[CH:50]=[CH:49][CH:48]=[CH:47][CH:46]=3)[C@H:41]([O:51][CH2:52][C:53]3[CH:58]=[CH:57][CH:56]=[CH:55][CH:54]=3)[C@@H:40]([CH2:59][O:60][CH2:61][C:62]3[CH:67]=[CH:66][CH:65]=[CH:64][CH:63]=3)[O:39][C@H:34]2[O:35][CH2:36][CH:37]=[CH2:38])[C@@H:10]1[O:68][C:69](=[O:71])[CH3:70])[C:2]1[CH:7]=[CH:6][CH:5]=[CH:4][CH:3]=1.ClCCl.FC(F)(F)S(O[Si](C)(C)C)(=O)=O.[CH3:87][CH2:88]CCCC.C(OCC)(=O)C, predict the reaction product. The product is: [CH2:1]([O:8][C@H:9]1[C@H:14]([O:15][CH2:16][C:17]2[CH:22]=[CH:21][CH:20]=[CH:19][CH:18]=2)[C@@H:13]([CH2:23][O:24][CH2:25][C:26]2[CH:27]=[CH:28][CH:29]=[CH:30][CH:31]=2)[O:12][C@@H:11]([O:32][C@H:33]2[C@@H:42]([O:43][CH2:44][C:45]3[CH:46]=[CH:47][CH:48]=[CH:49][CH:50]=3)[C@H:41]([O:51][CH2:52][C:53]3[CH:54]=[CH:55][CH:56]=[CH:57][CH:58]=3)[C@@H:40]([CH2:59][O:60][CH2:61][C:62]3[CH:67]=[CH:66][CH:65]=[CH:64][CH:63]=3)[O:39][C@H:34]2[O:35][CH:36]=[CH:37][CH2:38][CH2:87][CH3:88])[C@@H:10]1[O:68][C:69](=[O:71])[CH3:70])[C:2]1[CH:3]=[CH:4][CH:5]=[CH:6][CH:7]=1. (5) Given the reactants [H-].[Na+].[NH:3]1[CH2:8][CH2:7][O:6][CH2:5][C:4]1=[O:9].Br[CH2:11][C:12]#[CH:13], predict the reaction product. The product is: [CH2:13]([N:3]1[CH2:8][CH2:7][O:6][CH2:5][C:4]1=[O:9])[C:12]#[CH:11]. (6) The product is: [CH2:9]([C:11]([C:14]1[CH:19]=[CH:18][C:17]([B:20]2[O:24][C:23]([CH3:25])([CH3:26])[C:22]([CH3:27])([CH3:28])[O:21]2)=[C:16]([CH3:29])[CH:15]=1)([C:30]1[CH:35]=[CH:34][C:33]([C:36]#[C:37][C:38]2([O:44][Si:54]([CH3:57])([CH3:56])[CH3:55])[CH2:43][CH2:42][CH2:41][CH2:40][CH2:39]2)=[C:32]([CH3:45])[CH:31]=1)[CH2:12][CH3:13])[CH3:10]. Given the reactants N1C(C)=CC=CC=1C.[CH2:9]([C:11]([C:30]1[CH:35]=[CH:34][C:33]([C:36]#[C:37][C:38]2([OH:44])[CH2:43][CH2:42][CH2:41][CH2:40][CH2:39]2)=[C:32]([CH3:45])[CH:31]=1)([C:14]1[CH:19]=[CH:18][C:17]([B:20]2[O:24][C:23]([CH3:26])([CH3:25])[C:22]([CH3:28])([CH3:27])[O:21]2)=[C:16]([CH3:29])[CH:15]=1)[CH2:12][CH3:13])[CH3:10].O([Si:54]([CH3:57])([CH3:56])[CH3:55])S(C(F)(F)F)(=O)=O.C(=O)(O)[O-].[Na+], predict the reaction product.